Dataset: Reaction yield outcomes from USPTO patents with 853,638 reactions. Task: Predict the reaction yield, written as a fraction of the theoretical maximum amount of product (1.0 means a 100% yield; for example, 0.34 means a 34% yield). (1) The reactants are [N:1]([CH2:4][CH3:5])=[C:2]=[O:3].[F:6][C:7]([F:25])([F:24])[C:8]1[CH:9]=[C:10]([S:14]([N:17]2[CH2:21][CH2:20][C@H:19]([O:22][NH2:23])[CH2:18]2)(=[O:16])=[O:15])[CH:11]=[CH:12][CH:13]=1.N1C=CC=CC=1. The catalyst is C(Cl)Cl. The product is [CH2:4]([NH:1][C:2]([NH:23][O:22][C@H:19]1[CH2:20][CH2:21][N:17]([S:14]([C:10]2[CH:11]=[CH:12][CH:13]=[C:8]([C:7]([F:25])([F:6])[F:24])[CH:9]=2)(=[O:15])=[O:16])[CH2:18]1)=[O:3])[CH3:5]. The yield is 0.640. (2) The reactants are Br[C:2]1[CH:3]=[C:4]([CH:9]=[C:10]([C:12]([CH3:15])([CH3:14])[CH3:13])[CH:11]=1)[C:5]([O:7]C)=[O:6].[OH-].[Na+].BrBr. The catalyst is [OH-].[OH-].[Pd+2].CO.[Pd]. The product is [C:12]([C:10]1[CH:9]=[C:4]([CH:3]=[CH:2][CH:11]=1)[C:5]([OH:7])=[O:6])([CH3:15])([CH3:13])[CH3:14]. The yield is 0.810.